This data is from Forward reaction prediction with 1.9M reactions from USPTO patents (1976-2016). The task is: Predict the product of the given reaction. (1) Given the reactants S(O)(=O)(=O)C.[Si]([O:13][CH:14]1[CH2:17][N:16]([CH2:18][C@H:19]([O:30][C:31]2[N:36]=[CH:35][N:34]=[C:33]3[N:37]([C:40]4[C:45]([Cl:46])=[CH:44][CH:43]=[CH:42][C:41]=4[Cl:47])[N:38]=[CH:39][C:32]=23)[C:20]([NH:22][C:23]2[CH:28]=[N:27][C:26]([CH3:29])=[CH:25][N:24]=2)=[O:21])[CH2:15]1)(C(C)(C)C)(C)C.C1COCC1.CS(O)(=O)=O.C(=O)([O-])[O-].[K+].[K+], predict the reaction product. The product is: [Cl:46][C:45]1[CH:44]=[CH:43][CH:42]=[C:41]([Cl:47])[C:40]=1[N:37]1[C:33]2[N:34]=[CH:35][N:36]=[C:31]([O:30][C@@H:19]([CH2:18][N:16]3[CH2:17][CH:14]([OH:13])[CH2:15]3)[C:20]([NH:22][C:23]3[CH:28]=[N:27][C:26]([CH3:29])=[CH:25][N:24]=3)=[O:21])[C:32]=2[CH:39]=[N:38]1. (2) Given the reactants [NH2:1][C:2]1[CH:3]=[C:4]([OH:11])[C:5](=[CH:9][CH:10]=1)[C:6]([OH:8])=[O:7].[C:12](OC(=O)C)(=[O:14])[CH3:13], predict the reaction product. The product is: [C:12]([NH:1][C:2]1[CH:10]=[CH:9][C:5]([C:6]([OH:8])=[O:7])=[C:4]([OH:11])[CH:3]=1)(=[O:14])[CH3:13]. (3) The product is: [F:2][C:3]1[CH:28]=[CH:27][C:26]([O:29][CH3:30])=[CH:25][C:4]=1[CH:5]=[CH2:31]. Given the reactants [Br-].[F:2][C:3]1[CH:28]=[CH:27][C:26]([O:29][CH3:30])=[CH:25][C:4]=1[CH2:5][P+](C1C=CC=CC=1)(C1C=CC=CC=1)C1C=CC=CC=1.[CH2:31]=O, predict the reaction product. (4) The product is: [N:25]([CH:6]1[CH2:10][O:9][CH:8]2[CH:11]([O:14][CH2:15][CH2:16][O:17][CH2:18][C:19]3[CH:24]=[CH:23][CH:22]=[CH:21][CH:20]=3)[CH2:12][O:13][CH:7]12)=[N+:26]=[N-:27]. Given the reactants CS(O[CH:6]1[CH2:10][O:9][CH:8]2[CH:11]([O:14][CH2:15][CH2:16][O:17][CH2:18][C:19]3[CH:24]=[CH:23][CH:22]=[CH:21][CH:20]=3)[CH2:12][O:13][CH:7]12)(=O)=O.[N:25]([Na])=[N+:26]=[N-:27], predict the reaction product. (5) Given the reactants [Br:1][C:2]1[CH:7]=[CH:6][C:5]([CH:8]([CH2:14][C:15]2([CH2:20]Cl)[O:19][CH2:18][CH2:17][O:16]2)[C:9]([O:11]CC)=[O:10])=[CH:4][CH:3]=1.[H-].[Na+].[OH-].[Na+].C(=O)(O)[O-].[Na+], predict the reaction product. The product is: [Br:1][C:2]1[CH:3]=[CH:4][C:5]([C:8]2([C:9]([OH:11])=[O:10])[CH2:14][C:15]3([O:16][CH2:17][CH2:18][O:19]3)[CH2:20]2)=[CH:6][CH:7]=1. (6) Given the reactants [C:1]1([CH:7]2[CH2:9][CH:8]2[C:10]([OH:12])=[O:11])[CH:6]=[CH:5][CH:4]=[CH:3][CH:2]=1.[N+:13]([O-])([OH:15])=[O:14], predict the reaction product. The product is: [N+:13]([C:4]1[CH:5]=[CH:6][C:1]([C@@H:7]2[CH2:9][C@H:8]2[C:10]([OH:12])=[O:11])=[CH:2][CH:3]=1)([O-:15])=[O:14].